Dataset: Full USPTO retrosynthesis dataset with 1.9M reactions from patents (1976-2016). Task: Predict the reactants needed to synthesize the given product. Given the product [F:1][C:2]1[CH:7]=[C:6]([F:8])[CH:5]=[CH:4][C:3]=1[C:9]1[CH:14]=[CH:13][C:12]([C@@H:15]([N:17]2[CH2:22][CH2:21][C@@:20]([C:27]3[CH:28]=[CH:29][C:30]([F:33])=[CH:31][CH:32]=3)([CH2:23][C:24]([OH:26])([CH3:35])[CH3:25])[O:19][C:18]2=[O:34])[CH3:16])=[CH:11][CH:10]=1, predict the reactants needed to synthesize it. The reactants are: [F:1][C:2]1[CH:7]=[C:6]([F:8])[CH:5]=[CH:4][C:3]=1[C:9]1[CH:14]=[CH:13][C:12]([C@@H:15]([N:17]2[CH2:22][CH2:21][C@@:20]([C:27]3[CH:32]=[CH:31][C:30]([F:33])=[CH:29][CH:28]=3)([CH2:23][C:24](=[O:26])[CH3:25])[O:19][C:18]2=[O:34])[CH3:16])=[CH:11][CH:10]=1.[CH3:35][Mg+].[Br-].